Regression. Given two drug SMILES strings and cell line genomic features, predict the synergy score measuring deviation from expected non-interaction effect. From a dataset of NCI-60 drug combinations with 297,098 pairs across 59 cell lines. (1) Drug 2: C1C(C(OC1N2C=NC(=NC2=O)N)CO)O. Cell line: SN12C. Synergy scores: CSS=20.4, Synergy_ZIP=-6.72, Synergy_Bliss=-1.78, Synergy_Loewe=-3.24, Synergy_HSA=1.23. Drug 1: CC1C(C(=O)NC(C(=O)N2CCCC2C(=O)N(CC(=O)N(C(C(=O)O1)C(C)C)C)C)C(C)C)NC(=O)C3=C4C(=C(C=C3)C)OC5=C(C(=O)C(=C(C5=N4)C(=O)NC6C(OC(=O)C(N(C(=O)CN(C(=O)C7CCCN7C(=O)C(NC6=O)C(C)C)C)C)C(C)C)C)N)C. (2) Drug 1: C1=C(C(=O)NC(=O)N1)N(CCCl)CCCl. Drug 2: C(CN)CNCCSP(=O)(O)O. Cell line: M14. Synergy scores: CSS=12.5, Synergy_ZIP=-4.44, Synergy_Bliss=4.75, Synergy_Loewe=-10.4, Synergy_HSA=1.69. (3) Drug 1: CC12CCC3C(C1CCC2OP(=O)(O)O)CCC4=C3C=CC(=C4)OC(=O)N(CCCl)CCCl.[Na+]. Drug 2: COCCOC1=C(C=C2C(=C1)C(=NC=N2)NC3=CC=CC(=C3)C#C)OCCOC.Cl. Cell line: SF-268. Synergy scores: CSS=-15.7, Synergy_ZIP=10.8, Synergy_Bliss=10.7, Synergy_Loewe=-7.48, Synergy_HSA=-6.11. (4) Drug 1: C1CCC(C(C1)N)N.C(=O)(C(=O)[O-])[O-].[Pt+4]. Drug 2: CC1C(C(CC(O1)OC2CC(CC3=C2C(=C4C(=C3O)C(=O)C5=C(C4=O)C(=CC=C5)OC)O)(C(=O)CO)O)N)O.Cl. Cell line: BT-549. Synergy scores: CSS=50.5, Synergy_ZIP=-5.36, Synergy_Bliss=-5.68, Synergy_Loewe=-2.82, Synergy_HSA=-2.26. (5) Cell line: U251. Drug 2: N.N.Cl[Pt+2]Cl. Synergy scores: CSS=68.0, Synergy_ZIP=6.68, Synergy_Bliss=7.39, Synergy_Loewe=2.04, Synergy_HSA=11.1. Drug 1: C1=CC=C(C=C1)NC(=O)CCCCCCC(=O)NO. (6) Drug 1: C1CC(=O)NC(=O)C1N2CC3=C(C2=O)C=CC=C3N. Drug 2: CC(C)CN1C=NC2=C1C3=CC=CC=C3N=C2N. Cell line: HOP-62. Synergy scores: CSS=5.61, Synergy_ZIP=0.00780, Synergy_Bliss=1.97, Synergy_Loewe=0.419, Synergy_HSA=-1.05. (7) Drug 1: CN(C)N=NC1=C(NC=N1)C(=O)N. Drug 2: C1=NNC2=C1C(=O)NC=N2. Cell line: CAKI-1. Synergy scores: CSS=6.11, Synergy_ZIP=-7.19, Synergy_Bliss=-10.2, Synergy_Loewe=-5.32, Synergy_HSA=-5.02. (8) Drug 1: COC1=NC(=NC2=C1N=CN2C3C(C(C(O3)CO)O)O)N. Drug 2: CC=C1C(=O)NC(C(=O)OC2CC(=O)NC(C(=O)NC(CSSCCC=C2)C(=O)N1)C(C)C)C(C)C. Cell line: SNB-75. Synergy scores: CSS=27.2, Synergy_ZIP=1.04, Synergy_Bliss=0.0108, Synergy_Loewe=-41.5, Synergy_HSA=-2.21. (9) Drug 1: C1CCC(CC1)NC(=O)N(CCCl)N=O. Cell line: OVCAR-8. Drug 2: CC1C(C(CC(O1)OC2CC(CC3=C2C(=C4C(=C3O)C(=O)C5=CC=CC=C5C4=O)O)(C(=O)C)O)N)O. Synergy scores: CSS=37.5, Synergy_ZIP=0.138, Synergy_Bliss=0.590, Synergy_Loewe=-4.07, Synergy_HSA=2.77.